From a dataset of Experimentally validated miRNA-target interactions with 360,000+ pairs, plus equal number of negative samples. Binary Classification. Given a miRNA mature sequence and a target amino acid sequence, predict their likelihood of interaction. (1) The miRNA is hsa-miR-410-3p with sequence AAUAUAACACAGAUGGCCUGU. The protein sequence of the target gene is MAGQHLPVPRLEGVSREQFMQHLYPQRKPLVLEGIDLGPCTSKWTVDYLSQVGGKKEVKIHVAAVAQMDFISKNFVYRTLPFDQLVQRAAEEKHKEFFVSEDEKYYLRSLGEDPRKDVADIRKQFPLLKGDIKFPEFFKEEQFFSSVFRISSPGLQLWTHYDVMDNLLIQVTGKKRVVLFSPRDAQYLYLKGTKSEVLNIDNPDLAKYPLFSKARRYECSLEAGDVLFIPALWFHNVISEEFGVGVNIFWKHLPSECYDKTDTYGNKDPTAASRAAQILDRALKTLAELPEEYRDFYARR.... Result: 0 (no interaction). (2) The miRNA is hsa-miR-136-5p with sequence ACUCCAUUUGUUUUGAUGAUGGA. The protein sequence of the target gene is MVKAGELVEQQKAAMEEEANAEAAEDQEEPEDTACSSSSKKKKKVVPGIVYLGHVPPRFRPLHVRNLLSAYGEVGRVFFQAEDHFVKRKKKAAAAAGGKKGAKYSKDYTEGWVEFRDKRVAKRVAASLHNTPMGARKRSPFRYDLWNLKYLHRFTWSHLSEHLAFERQVRRQRLRAEVAQAKRETDFYLRNVEQGQHFLAADGDATRPNSSWTFTQRPTEQEFRARKAARPGGRERARLANVEDQARSNRGLLAKIFGAPLPAESKEKP. Result: 0 (no interaction). (3) The miRNA is hsa-miR-557 with sequence GUUUGCACGGGUGGGCCUUGUCU. The protein sequence of the target gene is MMRNKDKSQEEDSSLHSNASSHSASEEASGSDSGSQSESEQGSDPGSGHGSESNSSSESSESQSESESESAGSKSQPVLPEAKEKPASKKERIADVKKMWEEYPDVYGVRRSNRSRQEPSRFNIKEEASSGSESGSPKRRGQRQLKKQEKWKQEPSEDEQEQGTSAESEPEQKKVKARRPVPRRTVPKPRVKKQPKTQRGKRKKQDSSDEDDDDDEAPKRQTRRRAAKNVSYKEDDDFETDSDDLIEMTGEGVDEQQDNSETIEKVLDSRLGKKGATGASTTVYAIEANGDPSGDFDTEK.... Result: 0 (no interaction). (4) The miRNA is hsa-miR-1268b with sequence CGGGCGUGGUGGUGGGGGUG. The protein sequence of the target gene is MAQCVQSVQELIPDSFVPCVAALCSDEAERLTRLNHLSFAELLKPFSRLTSEVHMRDPNNQLHVIKNLKIAVSNIVTQPPQPGAIRKLLNDVVSGSQPAEGLVANVITAGDYDLNISATTPWFESYRETFLQSMPALDHEFLNHYLACMLVASSSEAEPVEQFSKLSQEQHRIQHNSDYSYPKWFIPNTLKYYVLLHDVSAGDEQRAESIYEEMKQKYGTQGCYLLKINSRTSNRASDEQIPDPWSQYLQKNSIQNQESYEDGPCTITSNKNSDNNLLSLDGLDNEVKDGLPNNFRAHPL.... Result: 0 (no interaction). (5) The miRNA is hsa-miR-208b-3p with sequence AUAAGACGAACAAAAGGUUUGU. The protein sequence of the target gene is MASGFKKPSAASTGQKRKVAPKPELTEDQKQEVREAFDLFDVDGSGTIDAKELKVAMRALGFEPRKEEMKKMISEVDREGTGKISFNDFLAVMTQKMSEKDTKEEILKAFRLFDDDETGKISFKNLKRVANELGENLTDEELQEMIDEADRDGDGEVNEEEFLRIMKKTSLY. Result: 0 (no interaction). (6) The miRNA is hsa-miR-30c-5p with sequence UGUAAACAUCCUACACUCUCAGC. The protein sequence of the target gene is MLTRVKSAVANFMGGIMAGSSGSEHGGGSCGGSDLPLRFPYGRPEFLGLSQDEVECSADHIARPILILKETRRLPWATGYAEVINAGKSTHNEDQASCEVLTVKKKAGAVTSTPNRNSSKRRSSLPNGEGLQLKENSESEGVSCHYWSLFDGHAGSGAAVVASRLLQHHITEQLQDIVDILKNSAVLPPTCLGEEPENTPANSRTLTRAASLRGGVGAPGSPSTPPTRFFTEKKIPHECLVIGALESAFKEMDLQIERERSSYNISGGCTALIVICLLGKLYVANAGDSRAIIIRNGEII.... Result: 1 (interaction). (7) The miRNA is hsa-miR-652-3p with sequence AAUGGCGCCACUAGGGUUGUG. The protein sequence of the target gene is MAHAAQVGLQDATSPIMEELITFHDHALMIIFLICFLVLYALFLTLTTKLTNTNISDAQEMETVWTILPAIILVLIALPSLRILYMTDEVNDPSLTIKSIGHQWYWTYEYTDYGGLIFNSYMLPPLFLEPGDLRLLDVDNRVVLPIEAPIRMMITSQDVLHSWAVPTLGLKTDAIPGRLNQTTFTATRPGVYYGQCSEICGANHSFMPIVLELIPLKIFEMGPVFTL. Result: 1 (interaction).